From a dataset of Peptide-MHC class I binding affinity with 185,985 pairs from IEDB/IMGT. Regression. Given a peptide amino acid sequence and an MHC pseudo amino acid sequence, predict their binding affinity value. This is MHC class I binding data. (1) The peptide sequence is RQNAAIEAL. The MHC is HLA-A03:01 with pseudo-sequence HLA-A03:01. The binding affinity (normalized) is 0.0847. (2) The peptide sequence is RRQRRRRW. The MHC is Mamu-B03 with pseudo-sequence Mamu-B03. The binding affinity (normalized) is 0.511. (3) The peptide sequence is LVFNSISARA. The MHC is HLA-A02:03 with pseudo-sequence HLA-A02:03. The binding affinity (normalized) is 0.488. (4) The peptide sequence is VRKCLQLIF. The MHC is HLA-C07:02 with pseudo-sequence HLA-C07:02. The binding affinity (normalized) is 0.633. (5) The peptide sequence is EYADVFHLY. The MHC is HLA-A29:02 with pseudo-sequence HLA-A29:02. The binding affinity (normalized) is 0.641. (6) The peptide sequence is EVGTNFGTI. The MHC is HLA-A02:02 with pseudo-sequence HLA-A02:02. The binding affinity (normalized) is 0.200. (7) The binding affinity (normalized) is 0. The MHC is HLA-A03:01 with pseudo-sequence HLA-A03:01. The peptide sequence is VSSGKNIKR. (8) The peptide sequence is KGWLSTYAV. The MHC is Mamu-A70103 with pseudo-sequence Mamu-A70103. The binding affinity (normalized) is 0.141. (9) The peptide sequence is MAAEQRRST. The MHC is HLA-A02:02 with pseudo-sequence HLA-A02:02. The binding affinity (normalized) is 0.